Dataset: Forward reaction prediction with 1.9M reactions from USPTO patents (1976-2016). Task: Predict the product of the given reaction. (1) Given the reactants [CH2:1]([C@H:8]([NH:21][C:22]([C@@H:24]([NH:35][C:36]([C@@H:38]([NH:40][C:41]([C:43]1[CH:47]=[C:46]([CH3:48])[O:45][N:44]=1)=[O:42])[CH3:39])=[O:37])[CH2:25][C:26]1[C:34]2[C:29](=[CH:30][CH:31]=[CH:32][CH:33]=2)[NH:28][CH:27]=1)=[O:23])[CH:9]([C:11](=[O:20])[NH:12][CH2:13][C:14]1[CH:19]=[CH:18][CH:17]=[CH:16][CH:15]=1)[OH:10])[C:2]1[CH:7]=[CH:6][CH:5]=[CH:4][CH:3]=1.CC(OI1(OC(C)=O)(OC(C)=O)OC(=O)C2C=CC=CC1=2)=O, predict the reaction product. The product is: [CH2:1]([C@H:8]([NH:21][C:22]([C@@H:24]([NH:35][C:36]([C@@H:38]([NH:40][C:41]([C:43]1[CH:47]=[C:46]([CH3:48])[O:45][N:44]=1)=[O:42])[CH3:39])=[O:37])[CH2:25][C:26]1[C:34]2[C:29](=[CH:30][CH:31]=[CH:32][CH:33]=2)[NH:28][CH:27]=1)=[O:23])[C:9]([C:11](=[O:20])[NH:12][CH2:13][C:14]1[CH:15]=[CH:16][CH:17]=[CH:18][CH:19]=1)=[O:10])[C:2]1[CH:7]=[CH:6][CH:5]=[CH:4][CH:3]=1. (2) Given the reactants [Cl:1][C:2]1[CH:7]=[C:6]([F:8])[CH:5]=[CH:4][C:3]=1[C:9]1[S:13][C:12]([C:14]([O:16][CH3:17])=[O:15])=[CH:11][C:10]=1[C:18]1[CH:23]=[CH:22][C:21]([O:24]C)=[CH:20][CH:19]=1.B(Br)(Br)Br.CO, predict the reaction product. The product is: [Cl:1][C:2]1[CH:7]=[C:6]([F:8])[CH:5]=[CH:4][C:3]=1[C:9]1[S:13][C:12]([C:14]([O:16][CH3:17])=[O:15])=[CH:11][C:10]=1[C:18]1[CH:23]=[CH:22][C:21]([OH:24])=[CH:20][CH:19]=1. (3) The product is: [Br:12][C:13]1[CH:18]=[CH:17][C:16]([CH2:19][O:8][C:6]2[CH:5]=[CH:4][C:3]([C:9](=[O:11])[CH3:10])=[C:2]([OH:1])[CH:7]=2)=[C:15]([F:21])[CH:14]=1. Given the reactants [OH:1][C:2]1[CH:7]=[C:6]([OH:8])[CH:5]=[CH:4][C:3]=1[C:9](=[O:11])[CH3:10].[Br:12][C:13]1[CH:18]=[CH:17][C:16]([CH2:19]Br)=[C:15]([F:21])[CH:14]=1.C(=O)([O-])[O-].[K+].[K+].CO, predict the reaction product.